This data is from Reaction yield outcomes from USPTO patents with 853,638 reactions. The task is: Predict the reaction yield, written as a fraction of the theoretical maximum amount of product (1.0 means a 100% yield; for example, 0.34 means a 34% yield). (1) The reactants are [NH2:1][C:2](=[O:36])[CH2:3][O:4][C:5]1[C:13]([C:14]2[CH:15]=[CH:16][C:17]3[O:21][C:20]([C:22]4[CH:27]=[CH:26][C:25]([F:28])=[CH:24][CH:23]=4)=[C:19]([C:29](=[O:32])[NH:30][CH3:31])[C:18]=3[CH:33]=2)=[CH:12][C:8]([C:9]([OH:11])=O)=[C:7]([O:34][CH3:35])[CH:6]=1.[N:37]1[CH:42]=[CH:41][CH:40]=[CH:39][C:38]=1[C:43]1([NH2:46])[CH2:45][CH2:44]1.CN(C(ON1N=NC2C=CC=NC1=2)=[N+](C)C)C.F[P-](F)(F)(F)(F)F. The catalyst is CN(C=O)C. The product is [NH2:1][C:2](=[O:36])[CH2:3][O:4][C:5]1[CH:6]=[C:7]([O:34][CH3:35])[C:8]([C:9](=[O:11])[NH:46][C:43]2([C:38]3[CH:39]=[CH:40][CH:41]=[CH:42][N:37]=3)[CH2:45][CH2:44]2)=[CH:12][C:13]=1[C:14]1[CH:15]=[CH:16][C:17]2[O:21][C:20]([C:22]3[CH:27]=[CH:26][C:25]([F:28])=[CH:24][CH:23]=3)=[C:19]([C:29]([NH:30][CH3:31])=[O:32])[C:18]=2[CH:33]=1. The yield is 0.870. (2) The reactants are [Cl:1][C:2]1[CH:26]=[CH:25][C:5]([CH2:6][NH:7][C:8]([C:10]2[C:19](=[O:20])[C:18]3[C:13](=[N:14][C:15]([O:22][CH3:23])=[C:16](I)[CH:17]=3)[N:12]([CH3:24])[CH:11]=2)=[O:9])=[CH:4][CH:3]=1.C1C=CC(P(C2C=CC=CC=2)CCCP(C2C=CC=CC=2)C2C=CC=CC=2)=CC=1.[CH2:56]([OH:58])[CH3:57].C(N(CC)CC)C.CN([CH:69]=[O:70])C. The catalyst is C(Cl)Cl.C([O-])(=O)C.[Pd+2].C([O-])(=O)C. The product is [Cl:1][C:2]1[CH:26]=[CH:25][C:5]([CH2:6][NH:7][C:8]([C:10]2[C:19](=[O:20])[C:18]3[CH:17]=[C:16]([C:69]([O:58][CH2:56][CH3:57])=[O:70])[C:15]([O:22][CH3:23])=[N:14][C:13]=3[N:12]([CH3:24])[CH:11]=2)=[O:9])=[CH:4][CH:3]=1. The yield is 0.760.